From a dataset of NCI-60 drug combinations with 297,098 pairs across 59 cell lines. Regression. Given two drug SMILES strings and cell line genomic features, predict the synergy score measuring deviation from expected non-interaction effect. (1) Drug 1: C1C(C(OC1N2C=NC(=NC2=O)N)CO)O. Drug 2: CC12CCC3C(C1CCC2OP(=O)(O)O)CCC4=C3C=CC(=C4)OC(=O)N(CCCl)CCCl.[Na+]. Cell line: K-562. Synergy scores: CSS=26.3, Synergy_ZIP=-1.45, Synergy_Bliss=-1.19, Synergy_Loewe=-11.0, Synergy_HSA=-1.32. (2) Drug 1: C1CCN(CC1)CCOC2=CC=C(C=C2)C(=O)C3=C(SC4=C3C=CC(=C4)O)C5=CC=C(C=C5)O. Drug 2: CC(C)(C#N)C1=CC(=CC(=C1)CN2C=NC=N2)C(C)(C)C#N. Cell line: SW-620. Synergy scores: CSS=0.567, Synergy_ZIP=5.61, Synergy_Bliss=9.01, Synergy_Loewe=3.79, Synergy_HSA=2.17.